This data is from Catalyst prediction with 721,799 reactions and 888 catalyst types from USPTO. The task is: Predict which catalyst facilitates the given reaction. (1) Product: [F:11][C:12]1[CH:13]=[C:14]([C@:7]2([OH:8])[O:6][CH2:5][C:4]([CH3:10])([CH3:9])[NH:3][C@H:2]2[CH3:1])[CH:15]=[CH:16][C:17]=1[F:18]. Reactant: [CH3:1][C@H:2]1[C:7](=[O:8])[O:6][CH2:5][C:4]([CH3:10])([CH3:9])[NH:3]1.[F:11][C:12]1[CH:13]=[C:14]([Mg]Br)[CH:15]=[CH:16][C:17]=1[F:18].[NH4+].[Cl-]. The catalyst class is: 1. (2) Reactant: [Cl:1][C:2]1[CH:10]=[C:9]2[C:5]([CH2:6][C:7](=[O:11])[NH:8]2)=[CH:4][CH:3]=1.[N:12]1[CH:17]=[CH:16][CH:15]=[CH:14][C:13]=1[CH:18]=O. Product: [Cl:1][C:2]1[CH:10]=[C:9]2[C:5](/[C:6](=[CH:18]/[C:13]3[CH:14]=[CH:15][CH:16]=[CH:17][N:12]=3)/[C:7](=[O:11])[NH:8]2)=[CH:4][CH:3]=1. The catalyst class is: 32. (3) Reactant: C(N(CC)CC)C.[CH3:8][C:9]1[CH:10]=[C:11]([NH:16][C:17]([C:19]2[C:20](=[S:25])[NH:21][CH:22]=[CH:23][CH:24]=2)=[O:18])[CH:12]=[C:13]([CH3:15])[CH:14]=1.[C:26]([NH:29][C:30]1[N:35]=[C:34]([CH2:36]Cl)[CH:33]=[CH:32][N:31]=1)(=[O:28])[CH3:27].C(OCC)(=O)C. Product: [C:26]([NH:29][C:30]1[N:35]=[C:34]([CH2:36][S:25][C:20]2[C:19]([C:17]([NH:16][C:11]3[CH:12]=[C:13]([CH3:15])[CH:14]=[C:9]([CH3:8])[CH:10]=3)=[O:18])=[CH:24][CH:23]=[CH:22][N:21]=2)[CH:33]=[CH:32][N:31]=1)(=[O:28])[CH3:27]. The catalyst class is: 9. (4) Reactant: [CH3:1][C:2]([CH3:5])([O-:4])[CH3:3].[Li+].Br[CH2:8][C:9]([OH:11])=[O:10].Cl. Product: [C:2]([O:4][CH2:8][C:9]([OH:11])=[O:10])([CH3:5])([CH3:3])[CH3:1]. The catalyst class is: 680. (5) Reactant: [N+:1]([C:4]1[C:13]2[C:8](=[CH:9][CH:10]=[CH:11][CH:12]=2)[CH:7]=[CH:6][C:5]=1[C:14]([C:16]1[CH:17]=[C:18]([CH:21]=[CH:22][CH:23]=1)[C:19]#[N:20])=[O:15])([O-])=O.C(O)C.O. Product: [NH2:1][C:4]1[C:13]2[C:8](=[CH:9][CH:10]=[CH:11][CH:12]=2)[CH:7]=[CH:6][C:5]=1[C:14]([C:16]1[CH:17]=[C:18]([CH:21]=[CH:22][CH:23]=1)[C:19]#[N:20])=[O:15]. The catalyst class is: 180. (6) Reactant: Cl[C:2]1[CH:7]=[C:6]([Cl:8])[N:5]=[C:4]([C:9]2[CH:14]=[CH:13][CH:12]=[CH:11][CH:10]=2)[N:3]=1.[C:15]([NH:18][CH2:19][CH2:20][NH2:21])(=[O:17])[CH3:16].C(N(CC)C(C)C)(C)C. Product: [Cl:8][C:6]1[N:5]=[C:4]([C:9]2[CH:14]=[CH:13][CH:12]=[CH:11][CH:10]=2)[N:3]=[C:2]([NH:21][CH2:20][CH2:19][NH:18][C:15](=[O:17])[CH3:16])[CH:7]=1. The catalyst class is: 259. (7) The catalyst class is: 1. Product: [CH3:1][O:2][C:3]([C:5]1[N:6]([CH2:25][C:26]2[CH:31]=[CH:30][CH:29]=[CH:28][CH:27]=2)[C:7](=[O:24])[C:8]2[C:13]([C:14]=1[C:15]1[CH:20]=[CH:19][CH:18]=[CH:17][CH:16]=1)=[CH:12][C:11]([CH2:21][OH:22])=[CH:10][CH:9]=2)=[O:4]. Reactant: [CH3:1][O:2][C:3]([C:5]1[N:6]([CH2:25][C:26]2[CH:31]=[CH:30][CH:29]=[CH:28][CH:27]=2)[C:7](=[O:24])[C:8]2[C:13]([C:14]=1[C:15]1[CH:20]=[CH:19][CH:18]=[CH:17][CH:16]=1)=[CH:12][C:11]([C:21](O)=[O:22])=[CH:10][CH:9]=2)=[O:4].O.Cl.